Dataset: Aqueous solubility values for 9,982 compounds from the AqSolDB database. Task: Regression/Classification. Given a drug SMILES string, predict its absorption, distribution, metabolism, or excretion properties. Task type varies by dataset: regression for continuous measurements (e.g., permeability, clearance, half-life) or binary classification for categorical outcomes (e.g., BBB penetration, CYP inhibition). For this dataset (solubility_aqsoldb), we predict Y. (1) The compound is CCCCCCCCC(C)C(CC)CCCCCCC.CCCCCCCCC(C)C(CCC)CCCCCC. The Y is -6.75 log mol/L. (2) The molecule is CCCCCCCC(=O)NNC(=O)c1ccncc1. The Y is -2.91 log mol/L. (3) The drug is Clc1cc(Cl)c2nsnc2c1Cl. The Y is -4.98 log mol/L. (4) The drug is C/C=C/OC1CCC(O/C=C/C)CC1. The Y is -3.90 log mol/L. (5) The molecule is FC(F)CCl. The Y is -0.923 log mol/L.